Dataset: Reaction yield outcomes from USPTO patents with 853,638 reactions. Task: Predict the reaction yield, written as a fraction of the theoretical maximum amount of product (1.0 means a 100% yield; for example, 0.34 means a 34% yield). (1) The reactants are [Cl:1][C:2]1[CH:3]=[CH:4][C:5]2[N:6]([C:8]([CH:11]=[O:12])=[CH:9][N:10]=2)[N:7]=1.CC(=CC)C.Cl([O-])=[O:19].[Na+]. The catalyst is CC(O)(C)C.C1COCC1.O. The product is [Cl:1][C:2]1[CH:3]=[CH:4][C:5]2[N:6]([C:8]([C:11]([OH:19])=[O:12])=[CH:9][N:10]=2)[N:7]=1. The yield is 0.670. (2) The reactants are O=C1N2C3C=CC(N4CCOCC4=O)=CC=3OC[C@@H]2[C@@H](CCS([O-])(=O)=O)O1.O([CH2:36][C@H:37]1[C@@H:45]2[N:40]([C:41]3[CH:49]=[CH:48][C:47]([N:50]4[CH2:55][CH2:54][O:53][CH2:52][C:51]4=[O:56])=[CH:46][C:42]=3[O:43][CH2:44]2)[C:39](=[O:57])[O:38]1)[Si](C(C)(C)C)(C)C.[K].[C:59]1(=[O:69])[NH:63][C:62](=[O:64])[C:61]2=[CH:65][CH:66]=[CH:67][CH:68]=[C:60]12. No catalyst specified. The product is [O:57]=[C:39]1[N:40]2[C:41]3[CH:49]=[CH:48][C:47]([N:50]4[CH2:55][CH2:54][O:53][CH2:52][C:51]4=[O:56])=[CH:46][C:42]=3[O:43][CH2:44][C@@H:45]2[C@H:37]([CH2:36][N:63]2[C:59](=[O:69])[C:60]3[C:61](=[CH:65][CH:66]=[CH:67][CH:68]=3)[C:62]2=[O:64])[O:38]1. The yield is 0.821. (3) The reactants are [F:1][C:2]1[C:9]([I:10])=[CH:8][CH:7]=[CH:6]C=1C#N.S(=O)(=O)(O)[OH:12].[O:16]1[CH2:21][CH2:20]OCC1. No catalyst specified. The product is [F:1][C:2]1[C:9]([I:10])=[CH:8][CH:7]=[CH:6][C:20]=1[C:21]([OH:16])=[O:12]. The yield is 0.820.